Task: Predict the product of the given reaction.. Dataset: Forward reaction prediction with 1.9M reactions from USPTO patents (1976-2016) (1) The product is: [NH:18]1[C:19]2[C:15](=[CH:14][C:13]([NH:12][C:6]3[C:5]4[C:10](=[CH:11][C:2]([O:1][CH2:2][CH2:3][O:22][CH3:23])=[C:3]([O:22][CH3:23])[CH:4]=4)[N:9]=[CH:8][N:7]=3)=[CH:21][CH:20]=2)[CH:16]=[CH:17]1. Given the reactants [OH:1][C:2]1[CH:11]=[C:10]2[C:5]([C:6]([NH:12][C:13]3[CH:14]=[C:15]4[C:19](=[CH:20][CH:21]=3)[NH:18][CH:17]=[CH:16]4)=[N:7][CH:8]=[N:9]2)=[CH:4][C:3]=1[O:22][CH3:23], predict the reaction product. (2) Given the reactants [H-].[Na+].[CH:3]1([N:6]([CH2:20][CH2:21][OH:22])[S:7]([C:10]2[C:15]([CH3:16])=[CH:14][C:13]([O:17][CH3:18])=[CH:12][C:11]=2[CH3:19])(=[O:9])=[O:8])[CH2:5][CH2:4]1.Cl[C:24]1[N:29]=[CH:28][N:27]=[C:26]([N:30]2[CH2:35][CH2:34][C:33]3([CH2:40][CH2:39][N:38]([C:41]4[CH:46]=[CH:45][N:44]=[CH:43][CH:42]=4)[CH2:37][CH2:36]3)[CH2:32][CH2:31]2)[CH:25]=1.O, predict the reaction product. The product is: [CH:3]1([N:6]([CH2:20][CH2:21][O:22][C:24]2[CH:25]=[C:26]([N:30]3[CH2:31][CH2:32][C:33]4([CH2:36][CH2:37][N:38]([C:41]5[CH:42]=[CH:43][N:44]=[CH:45][CH:46]=5)[CH2:39][CH2:40]4)[CH2:34][CH2:35]3)[N:27]=[CH:28][N:29]=2)[S:7]([C:10]2[C:15]([CH3:16])=[CH:14][C:13]([O:17][CH3:18])=[CH:12][C:11]=2[CH3:19])(=[O:9])=[O:8])[CH2:4][CH2:5]1.